Dataset: Full USPTO retrosynthesis dataset with 1.9M reactions from patents (1976-2016). Task: Predict the reactants needed to synthesize the given product. (1) Given the product [N+:12]([C:15]1[CH:22]=[CH:21][C:20]([O:23][CH2:24][C:25]#[CH:26])=[CH:19][C:16]=1[CH:17]([C:3]1[CH:8]=[CH:7][C:6]([CH:9]2[CH2:11][CH2:10]2)=[CH:5][CH:4]=1)[OH:18])([O-:14])=[O:13], predict the reactants needed to synthesize it. The reactants are: [Mg].Br[C:3]1[CH:8]=[CH:7][C:6]([CH:9]2[CH2:11][CH2:10]2)=[CH:5][CH:4]=1.[N+:12]([C:15]1[CH:22]=[CH:21][C:20]([O:23][CH2:24][C:25]#[CH:26])=[CH:19][C:16]=1[CH:17]=[O:18])([O-:14])=[O:13].[Cl-].[NH4+]. (2) Given the product [Cl:16][C:14]1[C:15]2[C:7]([C:27]([OH:29])=[O:28])=[CH:8][N:9]([CH2:19][O:20][CH2:21][CH2:22][Si:23]([CH3:26])([CH3:25])[CH3:24])[C:10]=2[N:11]=[C:12]([S:17][CH3:18])[N:13]=1, predict the reactants needed to synthesize it. The reactants are: C([Li])CCC.Br[C:7]1[C:15]2[C:14]([Cl:16])=[N:13][C:12]([S:17][CH3:18])=[N:11][C:10]=2[N:9]([CH2:19][O:20][CH2:21][CH2:22][Si:23]([CH3:26])([CH3:25])[CH3:24])[CH:8]=1.[C:27](=[O:29])=[O:28].C(O)(=O)C. (3) Given the product [ClH:1].[ClH:1].[NH2:32][CH:33]([C:35]1[O:36][C:37](=[O:57])[C:38]2[C:43]([C:44]=1[C:45]1[S:46][C:47]([CH2:50][N:51]3[CH2:56][CH2:55][O:54][CH2:53][CH2:52]3)=[CH:48][CH:49]=1)=[CH:42][CH:41]=[CH:40][CH:39]=2)[CH3:34].[Cl:1][C:21]1[C:22]2[S:29][CH:28]=[CH:27][C:23]=2[N:24]=[CH:25][N:26]=1.[ClH:1].[O:54]1[CH2:55][CH2:56][N:51]([CH2:50][C:47]2[S:46][C:45]([C:7]3[C:16]4[C:11](=[CH:12][CH:13]=[CH:14][CH:15]=4)[C:10](=[O:17])[O:9][C:8]=3[CH:18]([NH:20][C:21]3[C:22]4[S:29][CH:28]=[CH:27][C:23]=4[N:24]=[CH:25][N:26]=3)[CH3:19])=[CH:49][CH:48]=2)[CH2:52][CH2:53]1, predict the reactants needed to synthesize it. The reactants are: [ClH:1].N1C=C([C:7]2[C:16]3[C:11](=[CH:12][CH:13]=[CH:14][CH:15]=3)[C:10](=[O:17])[O:9][C:8]=2[CH:18]([NH:20][C:21]2[C:22]3[S:29][CH:28]=[CH:27][C:23]=3[N:24]=[CH:25][N:26]=2)[CH3:19])C=N1.Cl.Cl.[NH2:32][CH:33]([C:35]1[O:36][C:37](=[O:57])[C:38]2[C:43]([C:44]=1[C:45]1[S:46][C:47]([CH2:50][N:51]3[CH2:56][CH2:55][O:54][CH2:53][CH2:52]3)=[CH:48][CH:49]=1)=[CH:42][CH:41]=[CH:40][CH:39]=2)[CH3:34]. (4) Given the product [C:5]1(=[O:14])[O:4][C:1](=[O:3])[CH2:2][CH2:6]1.[C:1]([O:4][CH2:5][CH2:6][O:7][CH2:8][CH2:9][O:10][CH2:11][CH3:12])(=[O:3])[CH3:2], predict the reactants needed to synthesize it. The reactants are: [C:1]([O:4][CH2:5][CH2:6][O:7][CH2:8][CH2:9][O:10][CH2:11][CH3:12])(=[O:3])[CH3:2].C1(C=CC(O)=CC=1)[OH:14].C1(P(C2C=CC=CC=2)C2C=CC=CC=2)C=CC=CC=1. (5) Given the product [Br:1][C:2]1[C:7]([O:8][CH3:9])=[C:6]([CH:10]([N:18]2[C:19]3=[N:20][CH:21]=[N:22][C:23]([NH2:25])=[C:24]3[C:16]([I:15])=[N:17]2)[CH3:11])[CH:5]=[C:4]([Cl:13])[C:3]=1[CH3:14], predict the reactants needed to synthesize it. The reactants are: [Br:1][C:2]1[C:3]([CH3:14])=[C:4]([Cl:13])[CH:5]=[C:6]([CH:10](Cl)[CH3:11])[C:7]=1[O:8][CH3:9].[I:15][C:16]1[C:24]2[C:19](=[N:20][CH:21]=[N:22][C:23]=2[NH2:25])[NH:18][N:17]=1.C(=O)([O-])[O-].[Cs+].[Cs+].[I-].[K+]. (6) Given the product [CH3:10][O:9][C:1](=[O:8])[CH:2]([CH:31]([C:30]1[CH:33]=[CH:34][C:27]([O:26][CH2:19][C:20]2[CH:25]=[CH:24][CH:23]=[CH:22][CH:21]=2)=[CH:28][C:29]=1[CH3:35])[OH:32])[CH2:3][CH2:4][CH2:5][CH2:6][CH3:7], predict the reactants needed to synthesize it. The reactants are: [C:1]([O:9][CH3:10])(=[O:8])[CH2:2][CH2:3][CH2:4][CH2:5][CH2:6][CH3:7].C([N-]C(C)C)(C)C.[Li+].[CH2:19]([O:26][C:27]1[CH:34]=[CH:33][C:30]([CH:31]=[O:32])=[C:29]([CH3:35])[CH:28]=1)[C:20]1[CH:25]=[CH:24][CH:23]=[CH:22][CH:21]=1.